From a dataset of Catalyst prediction with 721,799 reactions and 888 catalyst types from USPTO. Predict which catalyst facilitates the given reaction. (1) Reactant: [Cl:1][C:2]1[CH:7]=[CH:6][C:5]([C:8]2[CH2:9][CH2:10][NH:11][CH2:12][CH:13]=2)=[CH:4][CH:3]=1.[H][H]. Product: [Cl:1][C:2]1[CH:7]=[CH:6][C:5]([CH:8]2[CH2:9][CH2:10][NH:11][CH2:12][CH2:13]2)=[CH:4][CH:3]=1. The catalyst class is: 19. (2) Reactant: [Cl:1][C:2]1[CH:17]=[C:16]([N+:18]([O-:20])=[O:19])[CH:15]=[CH:14][C:3]=1[O:4][C:5]1[CH:13]=[CH:12][CH:11]=[C:10]2[C:6]=1[CH:7]=[CH:8][NH:9]2.Br[CH2:22][CH:23]1[CH2:25][CH2:24]1.C(=O)([O-])[O-].[K+].[K+].[Cl-].[NH4+]. Product: [Cl:1][C:2]1[CH:17]=[C:16]([N+:18]([O-:20])=[O:19])[CH:15]=[CH:14][C:3]=1[O:4][C:5]1[CH:13]=[CH:12][CH:11]=[C:10]2[C:6]=1[CH:7]=[CH:8][N:9]2[CH2:22][CH:23]1[CH2:25][CH2:24]1. The catalyst class is: 9. (3) Reactant: [C:1]1([CH:8]=[CH:7][C:5]([OH:6])=[CH:4][CH:3]=1)[OH:2].[C:9](=[O:12])([O-])[O-].[K+].[K+].CC(N(C)C)=[O:17].F[C:22]1[CH:36]=[CH:35][C:25]([C:26]([C:28]2[CH:33]=[CH:32][C:31](F)=[CH:30][CH:29]=2)=[O:27])=[CH:24][CH:23]=1.[C:37]1(C)[CH:42]=[CH:41]C=[CH:39][CH:38]=1. Product: [OH:2][C:1]1[CH:8]=[CH:7][C:5]([O:6][C:22]2[CH:36]=[CH:35][C:25]([C:26]([C:28]3[CH:33]=[CH:32][C:31]([O:17][C:37]4[CH:42]=[CH:41][C:9]([OH:12])=[CH:39][CH:38]=4)=[CH:30][CH:29]=3)=[O:27])=[CH:24][CH:23]=2)=[CH:4][CH:3]=1. The catalyst class is: 6. (4) Reactant: [O:1]=[C:2]1[CH2:9][CH:8]2[CH:4]([CH2:5][CH:6]([NH:10][CH2:11][C:12]([N:14]3[CH2:18][CH2:17][CH2:16][CH:15]3[C:19]#[N:20])=[O:13])[CH2:7]2)[CH2:3]1.[ClH:21]. Product: [ClH:21].[O:1]=[C:2]1[CH2:9][CH:8]2[CH:4]([CH2:5][CH:6]([NH:10][CH2:11][C:12]([N:14]3[CH2:18][CH2:17][CH2:16][CH:15]3[C:19]#[N:20])=[O:13])[CH2:7]2)[CH2:3]1. The catalyst class is: 28. (5) Reactant: [F:1][C:2]([F:21])([C:11]1[CH:16]=[CH:15][C:14]([C:17]([F:20])([F:19])[F:18])=[CH:13][CH:12]=1)[CH2:3][N:4]1[CH2:9][CH2:8][CH:7]([NH2:10])[CH2:6][CH2:5]1.Cl[C:23]1[C:24]2[CH:31]=[CH:30][NH:29][C:25]=2[N:26]=[CH:27][N:28]=1. Product: [F:21][C:2]([F:1])([C:11]1[CH:16]=[CH:15][C:14]([C:17]([F:18])([F:19])[F:20])=[CH:13][CH:12]=1)[CH2:3][N:4]1[CH2:5][CH2:6][CH:7]([NH:10][C:23]2[C:24]3[CH:31]=[CH:30][NH:29][C:25]=3[N:26]=[CH:27][N:28]=2)[CH2:8][CH2:9]1. The catalyst class is: 114. (6) Product: [N+:15]([CH2:18][CH2:10][C:9]1[CH:8]=[C:7]([C:2]2[CH:3]=[CH:4][CH:5]=[CH:6][N:1]=2)[CH:14]=[CH:13][CH:12]=1)([O-:17])=[O:16]. The catalyst class is: 211. Reactant: [N:1]1[CH:6]=[CH:5][CH:4]=[CH:3][C:2]=1[C:7]1[CH:8]=[C:9]([CH:12]=[CH:13][CH:14]=1)[CH:10]=O.[N+:15]([CH3:18])([O-:17])=[O:16].C([O-])(=O)C.[NH4+].[BH4-].[Na+]. (7) Reactant: [C:1]([O:5][C:6]([N:8]1[CH2:29][CH2:28][N:11]2[C:12](=[O:27])[C:13]3[C:18]([C@@H:10]2[CH2:9]1)=[CH:17][C:16]([CH:19]=[C:20]([CH3:22])[CH3:21])=[CH:15][C:14]=3[C:23]([F:26])([F:25])[F:24])=[O:7])([CH3:4])([CH3:3])[CH3:2].[H][H]. Product: [C:1]([O:5][C:6]([N:8]1[CH2:29][CH2:28][N:11]2[C:12](=[O:27])[C:13]3[C:18]([C@@H:10]2[CH2:9]1)=[CH:17][C:16]([CH2:19][CH:20]([CH3:22])[CH3:21])=[CH:15][C:14]=3[C:23]([F:25])([F:26])[F:24])=[O:7])([CH3:3])([CH3:4])[CH3:2]. The catalyst class is: 43. (8) Reactant: [F:1][C:2]1[CH:10]=[CH:9][C:5]([C:6]([OH:8])=[O:7])=[CH:4][C:3]=1[CH3:11].[C:12]([O-])([O-])=O.[K+].[K+].IC. Product: [F:1][C:2]1[CH:10]=[CH:9][C:5]([C:6]([O:8][CH3:12])=[O:7])=[CH:4][C:3]=1[CH3:11]. The catalyst class is: 3. (9) Reactant: C(Cl)(Cl)Cl.Cl[Si:6]([CH3:26])([CH3:25])[CH2:7][CH2:8][CH2:9][CH2:10][CH2:11][CH2:12][CH2:13][CH2:14][CH2:15][CH2:16][CH2:17][CH2:18][CH2:19][CH2:20][CH2:21][CH2:22][CH2:23][CH3:24]. Product: [CH3:25][SiH:6]([CH3:26])[CH2:7][CH2:8][CH2:9][CH2:10][CH2:11][CH2:12][CH2:13][CH2:14][CH2:15][CH2:16][CH2:17][CH2:18][CH2:19][CH2:20][CH2:21][CH2:22][CH2:23][CH3:24]. The catalyst class is: 6.